Dataset: Reaction yield outcomes from USPTO patents with 853,638 reactions. Task: Predict the reaction yield, written as a fraction of the theoretical maximum amount of product (1.0 means a 100% yield; for example, 0.34 means a 34% yield). (1) The reactants are [F:1][C:2]1[CH:3]=[C:4]([NH2:8])[CH:5]=[CH:6][CH:7]=1.C(=O)([O-])[O-].[K+].[K+].O.Cl[C:17]([O:19][CH2:20][C:21]1[CH:26]=[CH:25][CH:24]=[CH:23][CH:22]=1)=[O:18]. The catalyst is O1CCCC1.C(OCC)(=O)C. The product is [CH2:20]([O:19][C:17](=[O:18])[NH:8][C:4]1[CH:5]=[CH:6][CH:7]=[C:2]([F:1])[CH:3]=1)[C:21]1[CH:26]=[CH:25][CH:24]=[CH:23][CH:22]=1. The yield is 0.950. (2) The reactants are Cl[C:2]1[C:11]2[C:6](=[CH:7][C:8]([CH2:12][OH:13])=[CH:9][CH:10]=2)[N:5]=[C:4]([CH3:14])[CH:3]=1.[NH:15]1[CH2:19][CH2:18][CH2:17][CH2:16]1. No catalyst specified. The product is [CH3:14][C:4]1[CH:3]=[C:2]([N:15]2[CH2:19][CH2:18][CH2:17][CH2:16]2)[C:11]2[C:6](=[CH:7][C:8]([C:12]([N:15]3[CH2:19][CH2:18][CH2:17][CH2:16]3)=[O:13])=[CH:9][CH:10]=2)[N:5]=1. The yield is 0.540. (3) The reactants are [F:1][C:2]1[CH:8]=[C:7]([C:9]([F:12])([F:11])[F:10])[CH:6]=[CH:5][C:3]=1[NH2:4].[Cl:13]N1C(=O)CCC1=O. The catalyst is C(#N)C. The product is [Cl:13][C:5]1[CH:6]=[C:7]([C:9]([F:10])([F:11])[F:12])[CH:8]=[C:2]([F:1])[C:3]=1[NH2:4]. The yield is 0.710. (4) The reactants are [N+:1]([CH:4]1[N:8]([C:9]2[CH:14]=[CH:13][N:12]=[CH:11][CH:10]=2)[CH:7]=[CH:6][NH:5]1)([O-])=O. The catalyst is CO.N.CO. The product is [NH2:1][CH:4]1[N:8]([C:9]2[CH:14]=[CH:13][N:12]=[CH:11][CH:10]=2)[CH:7]=[CH:6][NH:5]1. The yield is 0.850. (5) The reactants are C[Si](C)(C)CCOC[N:7]1[C:11]2=[N:12][CH:13]=[CH:14][C:15]([C:16]3[N:20]=[C:19]([C:21]4[CH:22]=[C:23]([CH:26]=[CH:27][CH:28]=4)[C:24]#[N:25])[O:18][N:17]=3)=[C:10]2[CH:9]=[CH:8]1.[C:31]([OH:37])([C:33]([F:36])([F:35])[F:34])=[O:32].CO. The catalyst is [OH-].[NH4+]. The product is [C:31]([OH:37])([C:33]([F:36])([F:35])[F:34])=[O:32].[NH:7]1[C:11]2=[N:12][CH:13]=[CH:14][C:15]([C:16]3[N:20]=[C:19]([C:21]4[CH:22]=[C:23]([CH:26]=[CH:27][CH:28]=4)[C:24]#[N:25])[O:18][N:17]=3)=[C:10]2[CH:9]=[CH:8]1. The yield is 0.00200. (6) The reactants are [Cl:1][C:2]1[C:3]2[CH2:10][CH2:9][CH2:8][C:4]=2[N:5]=[CH:6][N:7]=1.C1C=C(Cl)C=C(C(OO)=[O:19])C=1. The catalyst is C(Cl)(Cl)Cl. The product is [Cl:1][C:2]1[N:7]=[CH:6][N+:5]([O-:19])=[C:4]2[CH2:8][CH2:9][CH2:10][C:3]=12. The yield is 0.470.